This data is from Catalyst prediction with 721,799 reactions and 888 catalyst types from USPTO. The task is: Predict which catalyst facilitates the given reaction. (1) Reactant: [Br:1][C:2]1[CH:3]=[C:4]([N+:16]([O-])=O)[C:5]([C:8]2[CH:9]=[N:10][C:11]([O:14][CH3:15])=[CH:12][CH:13]=2)=[N:6][CH:7]=1.O.O.[Sn](Cl)Cl. Product: [Br:1][C:2]1[CH:3]=[C:4]([NH2:16])[C:5]([C:8]2[CH:9]=[N:10][C:11]([O:14][CH3:15])=[CH:12][CH:13]=2)=[N:6][CH:7]=1. The catalyst class is: 25. (2) Product: [N:26]1([CH2:25][CH2:24][CH2:23][O:22][C:19]2[CH:20]=[CH:21][C:16]([C:3]3([C:1]#[N:2])[CH2:4][CH2:5][NH:6][CH2:7][CH2:8]3)=[CH:17][CH:18]=2)[CH2:30][CH2:29][CH2:28][CH2:27]1. The catalyst class is: 4. Reactant: [C:1]([C:3]1([C:16]2[CH:21]=[CH:20][C:19]([O:22][CH2:23][CH2:24][CH2:25][N:26]3[CH2:30][CH2:29][CH2:28][CH2:27]3)=[CH:18][CH:17]=2)[CH2:8][CH2:7][N:6](C(OC(C)(C)C)=O)[CH2:5][CH2:4]1)#[N:2].FC(F)(F)C(O)=O.